From a dataset of NCI-60 drug combinations with 297,098 pairs across 59 cell lines. Regression. Given two drug SMILES strings and cell line genomic features, predict the synergy score measuring deviation from expected non-interaction effect. (1) Drug 1: C1=CC(=CC=C1C#N)C(C2=CC=C(C=C2)C#N)N3C=NC=N3. Drug 2: CC1C(C(CC(O1)OC2CC(CC3=C2C(=C4C(=C3O)C(=O)C5=C(C4=O)C(=CC=C5)OC)O)(C(=O)CO)O)N)O.Cl. Cell line: SNB-19. Synergy scores: CSS=30.1, Synergy_ZIP=-4.39, Synergy_Bliss=-5.56, Synergy_Loewe=-10.7, Synergy_HSA=-3.31. (2) Drug 1: C1=CC=C(C=C1)NC(=O)CCCCCCC(=O)NO. Drug 2: CS(=O)(=O)CCNCC1=CC=C(O1)C2=CC3=C(C=C2)N=CN=C3NC4=CC(=C(C=C4)OCC5=CC(=CC=C5)F)Cl. Cell line: NCI-H322M. Synergy scores: CSS=15.0, Synergy_ZIP=-4.42, Synergy_Bliss=-2.74, Synergy_Loewe=-13.4, Synergy_HSA=-4.22.